This data is from Catalyst prediction with 721,799 reactions and 888 catalyst types from USPTO. The task is: Predict which catalyst facilitates the given reaction. (1) Reactant: F[P-](F)(F)(F)(F)F.N1(O[P+](N(C)C)(N(C)C)N(C)C)C2C=CC=CC=2N=N1.[Cl:28][C:29]1[CH:30]=[C:31]([CH:37]([CH2:41][CH:42]2[CH2:46][CH2:45][CH2:44][CH2:43]2)[C:38]([OH:40])=O)[CH:32]=[CH:33][C:34]=1[S:35][CH3:36].C(N(CC)C(C)C)(C)C.[NH2:56][C:57]1[S:58][CH:59]=[CH:60][N:61]=1. Product: [Cl:28][C:29]1[CH:30]=[C:31]([CH:37]([CH2:41][CH:42]2[CH2:46][CH2:45][CH2:44][CH2:43]2)[C:38]([NH:56][C:57]2[S:58][CH:59]=[CH:60][N:61]=2)=[O:40])[CH:32]=[CH:33][C:34]=1[S:35][CH3:36]. The catalyst class is: 2. (2) Reactant: [CH2:1]([O:8][C:9]([N:11]1[CH2:16][CH2:15][N:14]([C:17]([O:19][C:20]([CH3:23])([CH3:22])[CH3:21])=[O:18])[CH2:13][CH:12]1[C:24](O)=[O:25])=[O:10])[C:2]1[CH:7]=[CH:6][CH:5]=[CH:4][CH:3]=1.B.CO. Product: [OH:25][CH2:24][CH:12]1[CH2:13][N:14]([C:17]([O:19][C:20]([CH3:22])([CH3:23])[CH3:21])=[O:18])[CH2:15][CH2:16][N:11]1[C:9]([O:8][CH2:1][C:2]1[CH:3]=[CH:4][CH:5]=[CH:6][CH:7]=1)=[O:10]. The catalyst class is: 1. (3) Reactant: [NH2:1][C:2]1[N:3]([C:19]([O:21][C:22]([CH3:25])([CH3:24])[CH3:23])=[O:20])[CH:4]=[C:5]([C:10]2[CH:15]=[CH:14][C:13]([N+:16]([O-])=O)=[CH:12][CH:11]=2)[C:6]=1[C:7](=[O:9])[NH2:8].[H][H]. Product: [NH2:1][C:2]1[N:3]([C:19]([O:21][C:22]([CH3:25])([CH3:24])[CH3:23])=[O:20])[CH:4]=[C:5]([C:10]2[CH:11]=[CH:12][C:13]([NH2:16])=[CH:14][CH:15]=2)[C:6]=1[C:7](=[O:9])[NH2:8]. The catalyst class is: 43. (4) Reactant: C([O:3][C:4](=O)[C:5]1[CH:10]=[CH:9][C:8]([NH:11][C:12]2[C:17](=[O:18])[N:16]([CH3:19])[CH:15]=[C:14]([Br:20])[N:13]=2)=[CH:7][CH:6]=1)C.CC(C[AlH]CC(C)C)C. Product: [Br:20][C:14]1[N:13]=[C:12]([NH:11][C:8]2[CH:9]=[CH:10][C:5]([CH2:4][OH:3])=[CH:6][CH:7]=2)[C:17](=[O:18])[N:16]([CH3:19])[CH:15]=1. The catalyst class is: 2. (5) Reactant: [C:1]([Si:5]([O:18][CH2:19][C:20]1[CH:25]=[CH:24][CH:23]=[CH:22][C:21]=1[CH2:26][S:27]([C:30]1[CH:35]=[CH:34][C:33]([Cl:36])=[CH:32][CH:31]=1)(=[O:29])=[O:28])([C:12]1[CH:17]=[CH:16][CH:15]=[CH:14][CH:13]=1)[C:6]1[CH:11]=[CH:10][CH:9]=[CH:8][CH:7]=1)([CH3:4])([CH3:3])[CH3:2].[Si:37]([O:54][CH2:55][CH2:56][CH2:57][CH2:58][CH2:59]O)([C:50]([CH3:53])([CH3:52])[CH3:51])([C:44]1C=CC=CC=1)[C:38]1C=CC=CC=1.C(C=P(CCCC)(CCCC)CCCC)#N.C(OCC)(=O)C. Product: [C:50]([Si:37]([O:54][CH2:55][CH2:56][CH2:57][CH2:58][CH2:59][CH:26]([C:21]1[CH:22]=[CH:23][CH:24]=[CH:25][C:20]=1[CH2:19][O:18][Si:5]([C:1]([CH3:4])([CH3:2])[CH3:3])([C:6]1[CH:7]=[CH:8][CH:9]=[CH:10][CH:11]=1)[C:12]1[CH:17]=[CH:16][CH:15]=[CH:14][CH:13]=1)[S:27]([C:30]1[CH:35]=[CH:34][C:33]([Cl:36])=[CH:32][CH:31]=1)(=[O:28])=[O:29])([CH3:38])[CH3:44])([CH3:52])([CH3:53])[CH3:51]. The catalyst class is: 11. (6) Reactant: [F:1][C:2]([F:8])([CH:5]([F:7])[F:6])[CH2:3][OH:4].[H-].[Na+].[F:11][C:12]([F:27])([S:23](F)(=[O:25])=[O:24])[C:13]([F:22])([F:21])[C:14]([F:20])([F:19])[C:15]([F:18])([F:17])[F:16]. Product: [F:1][C:2]([F:8])([CH:5]([F:7])[F:6])[CH2:3][O:4][S:23]([C:12]([F:11])([F:27])[C:13]([F:21])([F:22])[C:14]([F:19])([F:20])[C:15]([F:18])([F:17])[F:16])(=[O:25])=[O:24]. The catalyst class is: 28. (7) Reactant: [Cl:1][C:2]1[CH:3]=[CH:4][C:5]2[S:9][CH:8]=[C:7]([CH2:10][CH2:11][N:12]3[CH2:17][CH:16]=[C:15]([C:18]4[C:26]5[C:21](=[CH:22][CH:23]=[CH:24][CH:25]=5)[NH:20][CH:19]=4)[CH2:14][CH2:13]3)[C:6]=2[CH:27]=1.[CH3:28]CCCCC.CI. Product: [Cl:1][C:2]1[CH:3]=[CH:4][C:5]2[S:9][CH:8]=[C:7]([CH2:10][CH2:11][N:12]3[CH2:13][CH:14]=[C:15]([C:18]4[C:26]5[C:21](=[CH:22][CH:23]=[CH:24][CH:25]=5)[N:20]([CH3:28])[CH:19]=4)[CH2:16][CH2:17]3)[C:6]=2[CH:27]=1. The catalyst class is: 1. (8) Product: [CH3:1][S:2]([O:5][C@H:6]1[C@@H:11]([CH3:12])[CH2:10][C@@H:9]([C:13]2[CH:18]=[CH:17][N:16]=[CH:15][C:14]=2[NH2:19])[CH2:8][C@H:7]1[NH:22][C:23]([O:25][C:26]([CH3:27])([CH3:29])[CH3:28])=[O:24])(=[O:3])=[O:4]. Reactant: [CH3:1][S:2]([O:5][C@H:6]1[C@@H:11]([CH3:12])[CH2:10][C:9]([C:13]2[CH:18]=[CH:17][N:16]=[CH:15][C:14]=2[N+:19]([O-])=O)=[CH:8][C@H:7]1[NH:22][C:23]([O:25][C:26]([CH3:29])([CH3:28])[CH3:27])=[O:24])(=[O:4])=[O:3]. The catalyst class is: 29.